This data is from Forward reaction prediction with 1.9M reactions from USPTO patents (1976-2016). The task is: Predict the product of the given reaction. (1) Given the reactants O[CH2:2][C:3]1[C:4]([N:9]([CH3:14])[S:10]([CH3:13])(=[O:12])=[O:11])=[N:5][CH:6]=[CH:7][CH:8]=1.S(Cl)([Cl:17])=O, predict the reaction product. The product is: [Cl:17][CH2:2][C:3]1[C:4]([N:9]([CH3:14])[S:10]([CH3:13])(=[O:12])=[O:11])=[N:5][CH:6]=[CH:7][CH:8]=1. (2) Given the reactants [NH2:1][C:2]1[CH:7]=[CH:6][C:5](Br)=[CH:4][N:3]=1.C(=O)([O-])[O-].[Na+].[Na+].[CH3:15][C:16]1([CH3:43])[O:20][C:19](=[O:21])[N:18]([C:22]2[CH:27]=[CH:26][C:25](B3OC(C)(C)C(C)(C)O3)=[CH:24][CH:23]=2)[C@H:17]1[C:37]1[CH:42]=[CH:41][CH:40]=[CH:39][CH:38]=1, predict the reaction product. The product is: [NH2:1][C:2]1[N:3]=[CH:4][C:5]([C:25]2[CH:24]=[CH:23][C:22]([N:18]3[C@@H:17]([C:37]4[CH:38]=[CH:39][CH:40]=[CH:41][CH:42]=4)[C:16]([CH3:15])([CH3:43])[O:20][C:19]3=[O:21])=[CH:27][CH:26]=2)=[CH:6][CH:7]=1. (3) Given the reactants [CH3:1][C@@H:2]([NH:13]CCCC1C=CC=C(C(F)(F)F)C=1)[C:3]1[CH:4]=[CH:5][CH:6]=[C:7]2[CH:12]=[CH:11][CH:10]=[CH:9][C:8]=12.Cl.C1([C@H](N)C)C2C(=CC=CC=2)C=CC=1.FC(F)(F)C1C=C(C=CC=O)C=CC=1, predict the reaction product. The product is: [C:3]1([CH:2]([NH2:13])[CH3:1])[C:8]2[C:7](=[CH:12][CH:11]=[CH:10][CH:9]=2)[CH:6]=[CH:5][CH:4]=1. (4) Given the reactants [CH3:1][NH:2][CH2:3][C:4]#[N:5].[C:6]([N:14]=[C:15]=[O:16])(=[O:13])[C:7]1[CH:12]=[CH:11][CH:10]=[CH:9][CH:8]=1, predict the reaction product. The product is: [NH:5]=[C:4]1[CH2:3][N:2]([CH3:1])[C:15](=[O:16])[N:14]1[C:6]([C:7]1[CH:12]=[CH:11][CH:10]=[CH:9][CH:8]=1)=[O:13]. (5) Given the reactants [O:1]1[C:5]2[CH:6]=[CH:7][CH:8]=[C:9]([CH:10]=[O:11])[C:4]=2[O:3][CH2:2]1.[Li][CH3:13], predict the reaction product. The product is: [O:1]1[C:5]2[CH:6]=[CH:7][CH:8]=[C:9]([CH:10]([OH:11])[CH3:13])[C:4]=2[O:3][CH2:2]1. (6) Given the reactants [Li+].[F:2][C:3]([F:24])([F:23])[C:4]1[CH:22]=[CH:21][C:7]([CH2:8][O:9][CH:10]2[CH2:15][CH2:14][N:13]([CH2:16][CH2:17][C:18]([O-])=[O:19])[CH2:12][CH2:11]2)=[CH:6][CH:5]=1.C(N(C(C)C)CC)(C)C.F[P-](F)(F)(F)(F)F.CN(C)C(ON1C2C=CC=CC=2N=N1)=[N+](C)C.Cl.[N+:59]([C:62]1[CH:67]=[CH:66][C:65]([NH:68][CH:69]2[CH2:74][CH2:73][NH:72][CH2:71][CH2:70]2)=[CH:64][C:63]=1[C:75]([F:78])([F:77])[F:76])([O-:61])=[O:60], predict the reaction product. The product is: [N+:59]([C:62]1[CH:67]=[CH:66][C:65]([NH:68][CH:69]2[CH2:70][CH2:71][N:72]([C:18](=[O:19])[CH2:17][CH2:16][N:13]3[CH2:14][CH2:15][CH:10]([O:9][CH2:8][C:7]4[CH:6]=[CH:5][C:4]([C:3]([F:24])([F:2])[F:23])=[CH:22][CH:21]=4)[CH2:11][CH2:12]3)[CH2:73][CH2:74]2)=[CH:64][C:63]=1[C:75]([F:78])([F:76])[F:77])([O-:61])=[O:60].